From a dataset of Reaction yield outcomes from USPTO patents with 853,638 reactions. Predict the reaction yield, written as a fraction of the theoretical maximum amount of product (1.0 means a 100% yield; for example, 0.34 means a 34% yield). (1) The reactants are [CH2:1]([O:8][C:9]1[CH:14]=[CH:13][C:12]([NH:15][C:16]2[C:25]3[C:20](=[CH:21][C:22]([F:36])=[C:23]([C:26]4[O:27][C:28]([CH:31]5OCC[O:32]5)=[CH:29][CH:30]=4)[CH:24]=3)[N:19]=[CH:18][N:17]=2)=[CH:11][CH:10]=1)[C:2]1[CH:7]=[CH:6][CH:5]=[CH:4][CH:3]=1.[ClH:37]. The catalyst is C1COCC1. The product is [ClH:37].[CH2:1]([O:8][C:9]1[CH:10]=[CH:11][C:12]([NH:15][C:16]2[C:25]3[C:20](=[CH:21][C:22]([F:36])=[C:23]([C:26]4[O:27][C:28]([CH:31]=[O:32])=[CH:29][CH:30]=4)[CH:24]=3)[N:19]=[CH:18][N:17]=2)=[CH:13][CH:14]=1)[C:2]1[CH:7]=[CH:6][CH:5]=[CH:4][CH:3]=1. The yield is 0.610. (2) The reactants are Br[C:2]1[CH:3]=[CH:4][C:5]([O:10][C:11]([F:14])([F:13])[F:12])=[C:6]([CH:9]=1)[CH:7]=[O:8].[C:15]([C:17]1[CH:22]=[CH:21][C:20](B(O)O)=[CH:19][CH:18]=1)#[N:16].C(=O)([O-])[O-].[K+].[K+]. The catalyst is C1COCC1.O.C1C=CC([P]([Pd]([P](C2C=CC=CC=2)(C2C=CC=CC=2)C2C=CC=CC=2)([P](C2C=CC=CC=2)(C2C=CC=CC=2)C2C=CC=CC=2)[P](C2C=CC=CC=2)(C2C=CC=CC=2)C2C=CC=CC=2)(C2C=CC=CC=2)C2C=CC=CC=2)=CC=1. The product is [CH:7]([C:6]1[CH:9]=[C:2]([C:20]2[CH:21]=[CH:22][C:17]([C:15]#[N:16])=[CH:18][CH:19]=2)[CH:3]=[CH:4][C:5]=1[O:10][C:11]([F:14])([F:13])[F:12])=[O:8]. The yield is 0.540.